Dataset: Forward reaction prediction with 1.9M reactions from USPTO patents (1976-2016). Task: Predict the product of the given reaction. (1) Given the reactants [CH2:1]([N:3]1[C:7]([CH2:8]O)=[CH:6][CH:5]=[N:4]1)[CH3:2].S(Cl)([Cl:12])=O, predict the reaction product. The product is: [Cl:12][CH2:8][C:7]1[N:3]([CH2:1][CH3:2])[N:4]=[CH:5][CH:6]=1. (2) Given the reactants [CH3:1][S:2]([C:5]1[CH:13]=[CH:12][C:8]([C:9]([OH:11])=[O:10])=[CH:7][CH:6]=1)(=[O:4])=[O:3].C(Cl)(=O)C(Cl)=O.[C:20]1(O)[CH:25]=[CH:24][CH:23]=[CH:22][CH:21]=1.CCN(CC)CC, predict the reaction product. The product is: [C:20]1([O:10][C:9](=[O:11])[C:8]2[CH:12]=[CH:13][C:5]([S:2]([CH3:1])(=[O:3])=[O:4])=[CH:6][CH:7]=2)[CH:25]=[CH:24][CH:23]=[CH:22][CH:21]=1. (3) Given the reactants [CH:1]1[CH:6]=[CH:5][CH:4]=[CH:3][CH:2]=1.S(=O)(=O)(O)O.[F:12][C:13](I)([F:15])[F:14].OO, predict the reaction product. The product is: [F:12][C:13]([C:1]1[CH:6]=[CH:5][CH:4]=[CH:3][CH:2]=1)([F:15])[F:14]. (4) Given the reactants [Br:1][C:2]1[CH:3]=[C:4]([C@H:8]([NH:23][CH3:24])[CH2:9][N:10]2[CH2:14][CH2:13][C@H:12]([O:15][Si:16]([C:19]([CH3:22])([CH3:21])[CH3:20])([CH3:18])[CH3:17])[CH2:11]2)[CH:5]=[CH:6][CH:7]=1.C(=O)([O-])[O-].[K+].[K+].Cl[C:32]([O:34][CH2:35][C:36]1[CH:41]=[CH:40][CH:39]=[CH:38][CH:37]=1)=[O:33], predict the reaction product. The product is: [CH2:35]([O:34][C:32](=[O:33])[N:23]([C@@H:8]([C:4]1[CH:5]=[CH:6][CH:7]=[C:2]([Br:1])[CH:3]=1)[CH2:9][N:10]1[CH2:14][CH2:13][C@H:12]([O:15][Si:16]([C:19]([CH3:22])([CH3:21])[CH3:20])([CH3:17])[CH3:18])[CH2:11]1)[CH3:24])[C:36]1[CH:41]=[CH:40][CH:39]=[CH:38][CH:37]=1. (5) Given the reactants [C:1]1([C@H:11]([NH2:13])[CH3:12])[C:10]2[C:5](=[CH:6][CH:7]=[CH:8][CH:9]=2)[CH:4]=[CH:3][CH:2]=1.[CH2:14]1[C:23]2[C:18](=[CH:19][CH:20]=[CH:21][CH:22]=2)[CH2:17][CH2:16][C:15]1=O.C(O)(=O)C.C([BH3-])#N.[Na+].C([O-])(O)=O.[Na+], predict the reaction product. The product is: [C:1]1([C@H:11]([NH:13][CH:20]2[CH2:21][CH2:22][C:23]3[C:18](=[CH:17][CH:16]=[CH:15][CH:14]=3)[CH2:19]2)[CH3:12])[C:10]2[C:5](=[CH:6][CH:7]=[CH:8][CH:9]=2)[CH:4]=[CH:3][CH:2]=1. (6) The product is: [CH3:12][N:7]1[C:6]2[CH:13]=[CH:14][C:3]([N:2]3[CH:18]=[C:19]([C:20]([O:22][CH2:23][CH3:24])=[O:21])[C:25](=[O:32])[NH:26][C:27]3=[O:28])=[CH:4][C:5]=2[N:9]([CH3:10])[C:8]1=[O:11]. Given the reactants Cl.[NH2:2][C:3]1[CH:14]=[CH:13][C:6]2[N:7]([CH3:12])[C:8](=[O:11])[N:9]([CH3:10])[C:5]=2[CH:4]=1.C(O[CH:18]=[C:19]([C:25](=[O:32])[NH:26][C:27](OCC)=[O:28])[C:20]([O:22][CH2:23][CH3:24])=[O:21])C.C(N(CC)CC)C.CC(C)([O-])C.[K+], predict the reaction product. (7) Given the reactants [N+:1]([C:4]1[CH:5]=[C:6]([CH:10]=[C:11]([N+]([O-])=O)[CH:12]=1)[C:7]([OH:9])=[O:8])([O-:3])=[O:2].[CH3:16][O-:17].[Li+].S(=O)(=O)(O)O, predict the reaction product. The product is: [CH3:16][O:17][C:11]1[CH:10]=[C:6]([CH:5]=[C:4]([N+:1]([O-:3])=[O:2])[CH:12]=1)[C:7]([OH:9])=[O:8]. (8) Given the reactants Cl[C:2]1[N:3]=[C:4]([NH:11][CH2:12][CH:13]2[CH2:16][N:15]([C:17](=[O:20])[CH:18]=[CH2:19])[CH2:14]2)[C:5]2[NH:10][CH:9]=[CH:8][C:6]=2[N:7]=1.[CH3:21][N:22]1[CH:26]=[C:25]([NH2:27])[CH:24]=[N:23]1.FC(F)(F)C(O)=O, predict the reaction product. The product is: [CH3:21][N:22]1[CH:26]=[C:25]([NH:27][C:2]2[N:3]=[C:4]([NH:11][CH2:12][CH:13]3[CH2:16][N:15]([C:17](=[O:20])[CH:18]=[CH2:19])[CH2:14]3)[C:5]3[NH:10][CH:9]=[CH:8][C:6]=3[N:7]=2)[CH:24]=[N:23]1.